Dataset: Forward reaction prediction with 1.9M reactions from USPTO patents (1976-2016). Task: Predict the product of the given reaction. (1) Given the reactants [Cl:1][C:2]1[CH:3]=[C:4]2[C:12](=[CH:13][C:14]=1[Cl:15])[N:11](S(C1C=CC(C)=CC=1)(=O)=O)[C:10]1[C:9]([C:31]([F:34])([F:33])[F:32])([O:26][Si](C)(C)C)[CH2:8][CH2:7][CH2:6][C:5]2=1.[OH-].[K+], predict the reaction product. The product is: [Cl:1][C:2]1[CH:3]=[C:4]2[C:12](=[CH:13][C:14]=1[Cl:15])[NH:11][C:10]1[C:9]([C:31]([F:32])([F:33])[F:34])([OH:26])[CH2:8][CH2:7][CH2:6][C:5]2=1. (2) Given the reactants [NH2:1][C:2]1[CH:7]=[CH:6][CH:5]=[CH:4][C:3]=1[CH:8]1[N:13]2[N:14]=[C:15]([C:19]3[CH:24]=[CH:23][C:22]([OH:25])=[CH:21][CH:20]=3)[C:16]([C:17]#[N:18])=[C:12]2[NH:11][CH2:10][CH2:9]1.C([O-])([O-])=O.[K+].[K+].[C:32](Cl)([O:34][CH2:35][C:36]1[CH:41]=[CH:40][CH:39]=[CH:38][CH:37]=1)=[O:33], predict the reaction product. The product is: [C:17]([C:16]1[C:15]([C:19]2[CH:20]=[CH:21][C:22]([OH:25])=[CH:23][CH:24]=2)=[N:14][N:13]2[CH:8]([C:3]3[CH:4]=[CH:5][CH:6]=[CH:7][C:2]=3[NH:1][C:32](=[O:33])[O:34][CH2:35][C:36]3[CH:41]=[CH:40][CH:39]=[CH:38][CH:37]=3)[CH2:9][CH2:10][NH:11][C:12]=12)#[N:18]. (3) Given the reactants [H-].[Na+].[CH2:3]([O:10][CH2:11][CH:12](O)[CH2:13][OH:14])[C:4]1[CH:9]=[CH:8][CH:7]=[CH:6][CH:5]=1.IC.[CH3:18][OH:19].[CH2:20]1COCC1, predict the reaction product. The product is: [CH3:18][O:19][CH:12]([CH2:13][O:14][CH3:20])[CH2:11][O:10][CH2:3][C:4]1[CH:5]=[CH:6][CH:7]=[CH:8][CH:9]=1.